The task is: Predict the reaction yield, written as a fraction of the theoretical maximum amount of product (1.0 means a 100% yield; for example, 0.34 means a 34% yield).. This data is from Reaction yield outcomes from USPTO patents with 853,638 reactions. The reactants are [OH-].[Na+].O.C[O:5][C:6](=[O:42])[CH2:7][C:8]1[CH:13]=[CH:12][C:11]([C:14]2[CH:19]=[CH:18][C:17]([C:20]([CH2:38][CH3:39])([C:23]3[CH:28]=[CH:27][C:26]([CH2:29][CH2:30][CH:31]([OH:36])[C:32]([CH3:35])([CH3:34])[CH3:33])=[C:25]([CH3:37])[CH:24]=3)[CH2:21][CH3:22])=[CH:16][C:15]=2[CH3:40])=[CH:10][C:9]=1[Cl:41].Cl. The catalyst is CO. The product is [CH2:21]([C:20]([C:17]1[CH:18]=[CH:19][C:14]([C:11]2[CH:12]=[CH:13][C:8]([CH2:7][C:6]([OH:42])=[O:5])=[C:9]([Cl:41])[CH:10]=2)=[C:15]([CH3:40])[CH:16]=1)([C:23]1[CH:28]=[CH:27][C:26]([CH2:29][CH2:30][CH:31]([OH:36])[C:32]([CH3:34])([CH3:35])[CH3:33])=[C:25]([CH3:37])[CH:24]=1)[CH2:38][CH3:39])[CH3:22]. The yield is 1.00.